This data is from Full USPTO retrosynthesis dataset with 1.9M reactions from patents (1976-2016). The task is: Predict the reactants needed to synthesize the given product. (1) The reactants are: [CH:1](=O)[C:2]1[CH:7]=[CH:6][C:5]([O:8][CH3:9])=[CH:4][CH:3]=1.[C:11](#[N:15])[CH2:12][C:13]#[N:14].[CH3:16][C:17]1([CH3:25])[CH2:22][C:21](=[O:23])[CH2:20][C:19](=[O:24])[CH2:18]1. Given the product [NH2:14][C:13]1[O:24][C:19]2[CH2:18][C:17]([CH3:25])([CH3:16])[CH2:22][C:21](=[O:23])[C:20]=2[CH:1]([C:2]2[CH:7]=[CH:6][C:5]([O:8][CH3:9])=[CH:4][CH:3]=2)[C:12]=1[C:11]#[N:15], predict the reactants needed to synthesize it. (2) Given the product [CH2:1]([O:3][CH:4]([O:19][CH2:20][CH3:21])[C@@H:5]([N:7]([CH2:8][C:9]1[CH:10]=[CH:11][CH:12]=[C:13]2[C:18]=1[N:17]=[CH:16][CH:15]=[CH:14]2)[C:25](=[O:26])[C@@H:23]([NH:22][C:28](=[O:29])[O:30][CH2:31][CH:32]1[C:33]2[CH:34]=[CH:35][CH:36]=[CH:37][C:38]=2[C:39]2[C:44]1=[CH:43][CH:42]=[CH:41][CH:40]=2)[CH3:24])[CH3:6])[CH3:2], predict the reactants needed to synthesize it. The reactants are: [CH2:1]([O:3][CH:4]([O:19][CH2:20][CH3:21])[C@@H:5]([NH:7][CH2:8][C:9]1[CH:10]=[CH:11][CH:12]=[C:13]2[C:18]=1[N:17]=[CH:16][CH:15]=[CH:14]2)[CH3:6])[CH3:2].[NH:22]([C:28]([O:30][CH2:31][CH:32]1[C:44]2[C:39](=[CH:40][CH:41]=[CH:42][CH:43]=2)[C:38]2[C:33]1=[CH:34][CH:35]=[CH:36][CH:37]=2)=[O:29])[C@H:23]([C:25](O)=[O:26])[CH3:24].CN(C(ON1N=NC2C=CC=NC1=2)=[N+](C)C)C.F[P-](F)(F)(F)(F)F.CCN(C(C)C)C(C)C. (3) Given the product [CH:1]1([C:7]2[CH:20]=[CH:19][C:10]([O:11][CH2:12][C@H:13]3[O:17][C:16]4=[N:18][C:42](=[O:41])[C:43]([S:46][CH3:47])=[CH:44][N:15]4[CH2:14]3)=[CH:9][CH:8]=2)[CH2:2][CH2:3][CH2:4][CH2:5][CH2:6]1, predict the reactants needed to synthesize it. The reactants are: [CH:1]1([C:7]2[CH:20]=[CH:19][C:10]([O:11][CH2:12][C@H:13]3[O:17][C:16]([NH2:18])=[N:15][CH2:14]3)=[CH:9][CH:8]=2)[CH2:6][CH2:5][CH2:4][CH2:3][CH2:2]1.C1O[C@H]1CCl.C1(C2C=CC(O)=CC=2)CCCCC1.C([O:41][C:42](=O)[C:43]([S:46][CH3:47])=[CH:44]O)C. (4) Given the product [Br:1][C:2]1[CH:3]=[C:4]([C:15]#[N:16])[C:5]2[C:10]([CH:11]=1)=[CH:9][CH:8]=[C:7]([O:12][CH3:13])[CH:6]=2, predict the reactants needed to synthesize it. The reactants are: [Br:1][C:2]1[CH:3]=[C:4]([C:15]#[N:16])[C:5]2[C:10]([CH:11]=1)=[CH:9][CH:8]=[C:7]([O:12][CH3:13])[C:6]=2Br.O.O.[Sn](Cl)Cl.Cl. (5) Given the product [Br:1][C:2]1[CH:10]=[CH:9][C:21]2[O:20][C:18]3[CH:19]=[C:14]([OH:13])[CH:15]=[C:16]([OH:22])[C:17]=3[C:6](=[O:7])[CH2:5][C:4]=2[CH:3]=1, predict the reactants needed to synthesize it. The reactants are: [Br:1][C:2]1[CH:10]=[CH:9][C:5]([C:6](O)=[O:7])=[C:4](Cl)[CH:3]=1.C[O:13][C:14]1[CH:15]=[C:16]([OH:22])[CH:17]=[C:18]([O:20][CH3:21])[CH:19]=1.C(=O)([O-])[O-].[K+].[K+].Cl. (6) Given the product [C:1]([C:8]1([OH:16])[CH2:9][CH2:10][N:11]([C:17]([O:19][CH2:20][C:21]2[CH:26]=[CH:25][CH:24]=[CH:23][CH:22]=2)=[O:18])[CH:12]([CH2:28][NH2:30])[CH2:13]1)([O:3][C:4]([CH3:5])([CH3:6])[CH3:7])=[O:2], predict the reactants needed to synthesize it. The reactants are: [C:1]([C:8]1([OH:16])[CH2:13][CH2:12][N:11](CN)[CH2:10][CH2:9]1)([O:3][C:4]([CH3:7])([CH3:6])[CH3:5])=[O:2].[C:17](Cl)([O:19][CH2:20][C:21]1[CH:26]=[CH:25][CH:24]=[CH:23][CH:22]=1)=[O:18].[CH2:28]([N:30](CC)CC)C.